This data is from Forward reaction prediction with 1.9M reactions from USPTO patents (1976-2016). The task is: Predict the product of the given reaction. (1) Given the reactants [Br:1][C:2]1[C:10]2[C:5](=[N:6][CH:7]=[N:8][C:9]=2Cl)[NH:4][N:3]=1.[CH:12]([O:15][C:16]1[CH:24]=[C:23]2[C:19]([CH:20]=[N:21][NH:22]2)=[CH:18][C:17]=1[NH2:25])([CH3:14])[CH3:13], predict the reaction product. The product is: [Br:1][C:2]1[C:10]2[C:5](=[N:6][CH:7]=[N:8][C:9]=2[NH:25][C:17]2[CH:18]=[C:19]3[C:23](=[CH:24][C:16]=2[O:15][CH:12]([CH3:14])[CH3:13])[NH:22][N:21]=[CH:20]3)[NH:4][N:3]=1. (2) Given the reactants [CH3:1][C:2]1[CH2:7][C:5](=[O:6])[N:4]([C:8]2[CH:9]=[CH:10][CH:11]=[CH:12][CH:13]=2)[N:3]=1.C(=O)([O-])[O-].[K+].[K+].[CH2:20]([N:27]1[CH2:31][CH2:30][CH2:29][CH:28]1[CH2:32]Br)[C:21]1[CH:26]=[CH:25][CH:24]=[CH:23][CH:22]=1, predict the reaction product. The product is: [CH2:20]([N:27]1[CH2:31][CH2:30][CH2:29][CH:28]1[CH2:32][O:6][C:5]1[N:4]([C:8]2[CH:13]=[CH:12][CH:11]=[CH:10][CH:9]=2)[N:3]=[C:2]([CH3:1])[CH:7]=1)[C:21]1[CH:26]=[CH:25][CH:24]=[CH:23][CH:22]=1. (3) Given the reactants [NH2:1][C:2]([NH2:4])=[O:3].Br.Br[CH:7]1[CH2:13][CH2:12][NH:11][CH2:10][CH2:9][C:8]1=O.[OH-].[Na+], predict the reaction product. The product is: [O:3]1[C:7]2[CH2:13][CH2:12][NH:11][CH2:10][CH2:9][C:8]=2[N:1]=[C:2]1[NH2:4]. (4) Given the reactants [C:1]([O:5][C:6]([NH:8][C@@H:9]([CH2:13][C:14]1[CH:19]=[CH:18][CH:17]=[CH:16][C:15]=1[O:20][CH3:21])[C:10](O)=[O:11])=[O:7])([CH3:4])([CH3:3])[CH3:2].[N:22]1C=CC=CC=1.C(OC(OC(C)(C)C)=O)(OC(C)(C)C)=O.C(=O)([O-])[O-].[NH4+].[NH4+], predict the reaction product. The product is: [C:1]([O:5][C:6](=[O:7])[NH:8][C@H:9]([C:10](=[O:11])[NH2:22])[CH2:13][C:14]1[CH:19]=[CH:18][CH:17]=[CH:16][C:15]=1[O:20][CH3:21])([CH3:4])([CH3:3])[CH3:2]. (5) Given the reactants [C:1]([O:5][C:6](=[O:41])[CH2:7][N:8]([C:16]1[CH:21]=[CH:20][CH:19]=[C:18]([CH:22]([CH2:33][C:34]2[CH:39]=[CH:38][C:37](Br)=[CH:36][CH:35]=2)[NH:23][S:24]([C:27]2[CH:28]=[N:29][CH:30]=[CH:31][CH:32]=2)(=[O:26])=[O:25])[N:17]=1)[C:9]([O:11][C:12]([CH3:15])([CH3:14])[CH3:13])=[O:10])([CH3:4])([CH3:3])[CH3:2].[Cl:42][C:43]1[CH:48]=[CH:47][C:46](B(O)O)=[CH:45][CH:44]=1, predict the reaction product. The product is: [C:1]([O:5][C:6](=[O:41])[CH2:7][N:8]([C:9]([O:11][C:12]([CH3:15])([CH3:14])[CH3:13])=[O:10])[C:16]1[CH:21]=[CH:20][CH:19]=[C:18]([CH:22]([CH2:33][C:34]2[CH:39]=[CH:38][C:37]([C:46]3[CH:47]=[CH:48][C:43]([Cl:42])=[CH:44][CH:45]=3)=[CH:36][CH:35]=2)[NH:23][S:24]([C:27]2[CH:28]=[N:29][CH:30]=[CH:31][CH:32]=2)(=[O:26])=[O:25])[N:17]=1)([CH3:4])([CH3:3])[CH3:2].